From a dataset of Peptide-MHC class II binding affinity with 134,281 pairs from IEDB. Regression. Given a peptide amino acid sequence and an MHC pseudo amino acid sequence, predict their binding affinity value. This is MHC class II binding data. (1) The peptide sequence is NKNFFWAVKPKAVRQ. The binding affinity (normalized) is 0.617. The MHC is DRB1_1501 with pseudo-sequence DRB1_1501. (2) The peptide sequence is SEELRSLYNTVATLYCVHQ. The MHC is DRB1_1201 with pseudo-sequence DRB1_1201. The binding affinity (normalized) is 0.314.